This data is from Retrosynthesis with 50K atom-mapped reactions and 10 reaction types from USPTO. The task is: Predict the reactants needed to synthesize the given product. The reactants are: CCOC(=O)c1cccc(-c2cccn3nc(Nc4cccc(C(F)(F)F)c4)nc23)c1. Given the product O=C(O)c1cccc(-c2cccn3nc(Nc4cccc(C(F)(F)F)c4)nc23)c1, predict the reactants needed to synthesize it.